From a dataset of Forward reaction prediction with 1.9M reactions from USPTO patents (1976-2016). Predict the product of the given reaction. (1) Given the reactants C(OP([CH2:9][C:10]1[CH:15]=[CH:14][CH:13]=[CH:12][CH:11]=1)(=O)OCC)C.[H-].[Na+].[Cl:18][C:19]1[CH:46]=[CH:45][C:22]([CH2:23][N:24]2[C:32]([C:33]3[CH:34]=[C:35]([CH:38]=[CH:39][CH:40]=3)[CH:36]=O)=[C:31]3[C:26]([C:27]([C:41]([F:44])([F:43])[F:42])=[CH:28][CH:29]=[CH:30]3)=[N:25]2)=[C:21]([F:47])[CH:20]=1, predict the reaction product. The product is: [Cl:18][C:19]1[CH:46]=[CH:45][C:22]([CH2:23][N:24]2[C:32]([C:33]3[CH:40]=[CH:39][CH:38]=[C:35]([CH2:36][CH2:9][C:10]4[CH:15]=[CH:14][CH:13]=[CH:12][CH:11]=4)[CH:34]=3)=[C:31]3[C:26]([C:27]([C:41]([F:44])([F:43])[F:42])=[CH:28][CH:29]=[CH:30]3)=[N:25]2)=[C:21]([F:47])[CH:20]=1. (2) Given the reactants [CH2:1]([C:3]1[CH:8]=[CH:7][CH:6]=[C:5](OC)[C:4]=1/[CH:11]=[N:12]/[CH:13]([CH:17]([CH3:19])[CH3:18])[CH:14]([CH3:16])[CH3:15])[CH3:2].[CH:20]([Li])([CH2:22][CH3:23])[CH3:21], predict the reaction product. The product is: [CH:20]([C:5]1[CH:6]=[CH:7][CH:8]=[C:3]([CH2:1][CH3:2])[C:4]=1/[CH:11]=[N:12]/[CH:13]([CH:14]([CH3:15])[CH3:16])[CH:17]([CH3:19])[CH3:18])([CH2:22][CH3:23])[CH3:21]. (3) The product is: [Cl:9][C:4]1[CH:3]=[C:2]([CH:7]=[CH:6][C:5]=1[O:8][CH2:11][C:12]1[CH:16]=[C:15]([CH3:17])[O:14][N:13]=1)[NH2:1]. Given the reactants [NH2:1][C:2]1[CH:7]=[CH:6][C:5]([OH:8])=[C:4]([Cl:9])[CH:3]=1.Cl[CH2:11][C:12]1[CH:16]=[C:15]([CH3:17])[O:14][N:13]=1.O, predict the reaction product. (4) The product is: [F:12][C:11]([F:14])([F:13])[C:9]1[CH:10]=[C:2]2[C:3]([C:4](=[O:5])[NH:15][C:16](=[O:17])[NH:1]2)=[CH:7][CH:8]=1. Given the reactants [NH2:1][C:2]1[CH:10]=[C:9]([C:11]([F:14])([F:13])[F:12])[CH:8]=[CH:7][C:3]=1[C:4](O)=[O:5].[NH2:15][C:16](N)=[O:17], predict the reaction product. (5) Given the reactants Br[C:2]1[CH:3]=[CH:4][C:5]([NH:8][C:9]([C:11]2([C:14]3[CH:22]=[CH:21][C:17]4[O:18][CH2:19][O:20][C:16]=4[CH:15]=3)[CH2:13][CH2:12]2)=[O:10])=[N:6][CH:7]=1.[CH3:23][O:24][C:25]1[CH:30]=[C:29]([O:31][CH3:32])[CH:28]=[CH:27][C:26]=1B(O)O.C(=O)([O-])[O-].[K+].[K+], predict the reaction product. The product is: [CH3:23][O:24][C:25]1[CH:30]=[C:29]([O:31][CH3:32])[CH:28]=[CH:27][C:26]=1[C:2]1[CH:3]=[CH:4][C:5]([NH:8][C:9]([C:11]2([C:14]3[CH:22]=[CH:21][C:17]4[O:18][CH2:19][O:20][C:16]=4[CH:15]=3)[CH2:13][CH2:12]2)=[O:10])=[N:6][CH:7]=1.